From a dataset of Reaction yield outcomes from USPTO patents with 853,638 reactions. Predict the reaction yield, written as a fraction of the theoretical maximum amount of product (1.0 means a 100% yield; for example, 0.34 means a 34% yield). (1) The reactants are [CH3:1][C:2]1[CH:7]=[CH:6][N:5]=[C:4]([NH2:8])[CH:3]=1.OS(O)(=O)=O.[N+:14]([O-])([OH:16])=[O:15].[NH4+].[OH-]. No catalyst specified. The product is [CH3:1][C:2]1[C:7]([N+:14]([O-:16])=[O:15])=[CH:6][N:5]=[C:4]([NH2:8])[CH:3]=1. The yield is 0.180. (2) The reactants are [CH3:1][O:2][C:3]1[CH:8]=[C:7]([O:9][CH3:10])[C:6]([O:11][CH3:12])=[CH:5][C:4]=1[N+:13]([O-])=O. The catalyst is CCOC(C)=O.CCO.[Pd]. The product is [CH3:1][O:2][C:3]1[CH:8]=[C:7]([O:9][CH3:10])[C:6]([O:11][CH3:12])=[CH:5][C:4]=1[NH2:13]. The yield is 0.860. (3) The reactants are C([O:5][C:6]([CH:8]1[CH:12]([C:13]2[CH:18]=[CH:17][CH:16]=[C:15]([Cl:19])[C:14]=2[F:20])[C:11]([C:23]2[CH:28]=[CH:27][C:26]([Cl:29])=[CH:25][CH:24]=2)([C:21]#[N:22])[CH:10]([CH2:30][C:31]([CH3:34])([CH3:33])[CH3:32])[NH:9]1)=[O:7])(C)(C)C.[F:35][C:36]([F:41])([F:40])[C:37]([OH:39])=[O:38]. The catalyst is ClCCl. The product is [F:35][C:36]([F:41])([F:40])[C:37]([OH:39])=[O:38].[Cl:19][C:15]1[C:14]([F:20])=[C:13]([CH:12]2[C:11]([C:23]3[CH:28]=[CH:27][C:26]([Cl:29])=[CH:25][CH:24]=3)([C:21]#[N:22])[CH:10]([CH2:30][C:31]([CH3:34])([CH3:32])[CH3:33])[NH:9][CH:8]2[C:6]([OH:7])=[O:5])[CH:18]=[CH:17][CH:16]=1. The yield is 1.00. (4) The reactants are [C:1]([O:5][C:6](=[O:35])[NH:7][C:8]1[S:9][C:10]2[CH2:19][CH2:18][C:17](O)([C:20]([F:23])([F:22])[F:21])[C:16]3[C:12](=[CH:13][N:14]([CH2:25][C:26]4[CH:31]=[CH:30][C:29]([O:32][CH3:33])=[CH:28][CH:27]=4)[N:15]=3)[C:11]=2[N:34]=1)([CH3:4])([CH3:3])[CH3:2].C([O-])([O-])=O.[K+].[K+].O=S(Cl)[Cl:44]. The catalyst is CN(C=O)C.C(Cl)Cl. The product is [C:1]([O:5][C:6](=[O:35])[NH:7][C:8]1[S:9][C:10]2[CH2:19][CH2:18][C:17]([Cl:44])([C:20]([F:23])([F:22])[F:21])[C:16]3[C:12](=[CH:13][N:14]([CH2:25][C:26]4[CH:31]=[CH:30][C:29]([O:32][CH3:33])=[CH:28][CH:27]=4)[N:15]=3)[C:11]=2[N:34]=1)([CH3:4])([CH3:3])[CH3:2]. The yield is 0.780. (5) The reactants are [O:1]1[CH2:6][CH2:5][N:4]([C:7]2[N:12]=[C:11]([N:13]3[CH2:18][CH2:17][O:16][CH2:15][CH2:14]3)[N:10]=[C:9]([C:19]3[CH:24]=[CH:23][C:22]([NH:25][C:26](=[O:37])[NH:27][C:28]4[CH:36]=[CH:35][C:31]([C:32]([OH:34])=O)=[CH:30][CH:29]=4)=[CH:21][CH:20]=3)[N:8]=2)[CH2:3][CH2:2]1.CCN(C(C)C)C(C)C.CN(C(ON1N=NC2C=CC=CC1=2)=[N+](C)C)C.F[P-](F)(F)(F)(F)F.[NH:71]1[CH2:76][CH2:75][CH:74]([N:77]2[CH2:82][CH2:81][O:80][CH2:79][CH2:78]2)[CH2:73][CH2:72]1. The catalyst is CN1C(=O)CCC1. The product is [O:1]1[CH2:6][CH2:5][N:4]([C:7]2[N:12]=[C:11]([N:13]3[CH2:14][CH2:15][O:16][CH2:17][CH2:18]3)[N:10]=[C:9]([C:19]3[CH:20]=[CH:21][C:22]([NH:25][C:26]([NH:27][C:28]4[CH:29]=[CH:30][C:31]([C:32]([N:71]5[CH2:76][CH2:75][CH:74]([N:77]6[CH2:82][CH2:81][O:80][CH2:79][CH2:78]6)[CH2:73][CH2:72]5)=[O:34])=[CH:35][CH:36]=4)=[O:37])=[CH:23][CH:24]=3)[N:8]=2)[CH2:3][CH2:2]1. The yield is 0.620.